This data is from Catalyst prediction with 721,799 reactions and 888 catalyst types from USPTO. The task is: Predict which catalyst facilitates the given reaction. (1) Reactant: [CH3:1][N:2]1[C:6]([C:7]2[CH:12]=[CH:11][C:10]([N+:13]([O-:15])=[O:14])=[C:9]([CH3:16])[CH:8]=2)=[N:5][C:4]([C:17]2[CH:22]=[CH:21][CH:20]=[CH:19][N:18]=2)=[N:3]1.[Cl:23][C:24]1[CH:31]=[CH:30][CH:29]=[C:28]([F:32])[C:25]=1[CH:26]=[O:27].C1CCN2C(=NCCC2)CC1. Product: [Cl:23][C:24]1[CH:31]=[CH:30][CH:29]=[C:28]([F:32])[C:25]=1[CH:26]([OH:27])[CH2:16][C:9]1[CH:8]=[C:7]([C:6]2[N:2]([CH3:1])[N:3]=[C:4]([C:17]3[CH:22]=[CH:21][CH:20]=[CH:19][N:18]=3)[N:5]=2)[CH:12]=[CH:11][C:10]=1[N+:13]([O-:15])=[O:14]. The catalyst class is: 16. (2) Product: [C:20]([O:19][C:17]([N:14]1[CH2:13][CH2:12][CH2:11][CH:10]1[CH2:3][C:4]1[CH:9]=[CH:8][CH:7]=[CH:6][CH:5]=1)=[O:18])([CH3:23])([CH3:22])[CH3:21]. The catalyst class is: 5. Reactant: [BH4-].[Na+].[CH2:3]([C:10]1[CH2:11][CH2:12][CH2:13][N:14]=1)[C:4]1[CH:9]=[CH:8][CH:7]=[CH:6][CH:5]=1.[OH-].[Na+].[C:17](O[C:17]([O:19][C:20]([CH3:23])([CH3:22])[CH3:21])=[O:18])([O:19][C:20]([CH3:23])([CH3:22])[CH3:21])=[O:18].